Dataset: Catalyst prediction with 721,799 reactions and 888 catalyst types from USPTO. Task: Predict which catalyst facilitates the given reaction. Reactant: [CH3:1][C:2]1[NH:3][CH:4]=[C:5]([C:7]([OH:9])=O)[N:6]=1.F[P-](F)(F)(F)(F)F.N1(OC(N(C)C)=[N+](C)C)C2C=CC=CC=2N=N1.Cl.CN(C)CCCN=C=NCC.CCN(C(C)C)C(C)C.[NH2:55][C@@H:56]([CH3:72])[CH2:57][N:58]1[CH:62]=[CH:61][C:60]([C:63]2[CH:70]=[CH:69][C:66]([C:67]#[N:68])=[C:65]([Cl:71])[CH:64]=2)=[N:59]1. Product: [Cl:71][C:65]1[CH:64]=[C:63]([C:60]2[CH:61]=[CH:62][N:58]([CH2:57][C@@H:56]([NH:55][C:7]([C:5]3[N:6]=[C:2]([CH3:1])[NH:3][CH:4]=3)=[O:9])[CH3:72])[N:59]=2)[CH:70]=[CH:69][C:66]=1[C:67]#[N:68]. The catalyst class is: 35.